Dataset: Full USPTO retrosynthesis dataset with 1.9M reactions from patents (1976-2016). Task: Predict the reactants needed to synthesize the given product. (1) Given the product [C:12]([O:11][CH2:10][CH2:9][C:6]([CH2:8][Br:20])=[CH2:7])(=[O:15])[CH2:13][CH3:14], predict the reactants needed to synthesize it. The reactants are: CS(O[C:6]1([CH2:9][CH2:10][O:11][C:12](=[O:15])[CH2:13][CH3:14])[CH2:8][CH2:7]1)(=O)=O.[Br-].[Mg+2].[Br-].[Mg].[Br:20]CCBr.[Cl-].[NH4+]. (2) Given the product [CH2:17]1[CH2:16][O:15][C:12]2[CH:13]=[CH:14][C:9]([NH:8][C:6]3[C:5]([F:19])=[CH:4][N:3]=[C:2]([NH:31][CH2:30][CH2:29][O:28][C:25]4[CH:26]=[CH:27][C:22]([O:21][CH3:20])=[CH:23][CH:24]=4)[N:7]=3)=[CH:10][C:11]=2[O:18]1, predict the reactants needed to synthesize it. The reactants are: Cl[C:2]1[N:7]=[C:6]([NH:8][C:9]2[CH:14]=[CH:13][C:12]3[O:15][CH2:16][CH2:17][O:18][C:11]=3[CH:10]=2)[C:5]([F:19])=[CH:4][N:3]=1.[CH3:20][O:21][C:22]1[CH:27]=[CH:26][C:25]([O:28][CH2:29][CH2:30][NH2:31])=[CH:24][CH:23]=1.